Dataset: CYP3A4 inhibition data for predicting drug metabolism from PubChem BioAssay. Task: Regression/Classification. Given a drug SMILES string, predict its absorption, distribution, metabolism, or excretion properties. Task type varies by dataset: regression for continuous measurements (e.g., permeability, clearance, half-life) or binary classification for categorical outcomes (e.g., BBB penetration, CYP inhibition). Dataset: cyp3a4_veith. The molecule is CCOC(=O)C1=C(N)n2c(s/c(=C/c3ccccc3)c2=O)=C(C(=O)OCC)C1c1ccccc1. The result is 0 (non-inhibitor).